This data is from Forward reaction prediction with 1.9M reactions from USPTO patents (1976-2016). The task is: Predict the product of the given reaction. Given the reactants [I:1]N1C(C)(C)C(=O)N(I)C1=O.[CH3:12][O:13][C:14]1[CH:24]=[CH:23][C:17]([CH:18]=[CH:19]C(O)=O)=[CH:16][CH:15]=1.CCN(CC)CC, predict the reaction product. The product is: [I:1]/[CH:19]=[CH:18]/[C:17]1[CH:23]=[CH:24][C:14]([O:13][CH3:12])=[CH:15][CH:16]=1.